This data is from hERG potassium channel inhibition data for cardiac toxicity prediction from Karim et al.. The task is: Regression/Classification. Given a drug SMILES string, predict its toxicity properties. Task type varies by dataset: regression for continuous values (e.g., LD50, hERG inhibition percentage) or binary classification for toxic/non-toxic outcomes (e.g., AMES mutagenicity, cardiotoxicity, hepatotoxicity). Dataset: herg_karim. (1) The molecule is COc1cc(C23CNCC2C3)ccc1NS(=O)(=O)c1ccc(C(C)C)cc1. The result is 1 (blocker). (2) The molecule is Cc1ccc(F)c(NC(=O)Nc2ccc(-c3cccc4[nH]nc(N)c34)cc2)c1. The result is 0 (non-blocker). (3) The result is 1 (blocker). The molecule is CCc1cc(COc2cc(C(=O)N3CCC[C@@H](N)C3)nn2-c2ccc(C#N)cc2)on1.